From a dataset of NCI-60 drug combinations with 297,098 pairs across 59 cell lines. Regression. Given two drug SMILES strings and cell line genomic features, predict the synergy score measuring deviation from expected non-interaction effect. (1) Drug 1: CC1CCC2CC(C(=CC=CC=CC(CC(C(=O)C(C(C(=CC(C(=O)CC(OC(=O)C3CCCCN3C(=O)C(=O)C1(O2)O)C(C)CC4CCC(C(C4)OC)OCCO)C)C)O)OC)C)C)C)OC. Drug 2: CC12CCC3C(C1CCC2OP(=O)(O)O)CCC4=C3C=CC(=C4)OC(=O)N(CCCl)CCCl.[Na+]. Cell line: RXF 393. Synergy scores: CSS=7.19, Synergy_ZIP=0.822, Synergy_Bliss=8.47, Synergy_Loewe=6.94, Synergy_HSA=6.25. (2) Drug 1: C1CC(=O)NC(=O)C1N2CC3=C(C2=O)C=CC=C3N. Drug 2: C1=CC(=C2C(=C1NCCNCCO)C(=O)C3=C(C=CC(=C3C2=O)O)O)NCCNCCO. Cell line: HS 578T. Synergy scores: CSS=35.5, Synergy_ZIP=8.43, Synergy_Bliss=6.30, Synergy_Loewe=-19.1, Synergy_HSA=5.82. (3) Drug 1: C1=NC2=C(N1)C(=S)N=C(N2)N. Drug 2: C1C(C(OC1N2C=NC3=C(N=C(N=C32)Cl)N)CO)O. Cell line: MOLT-4. Synergy scores: CSS=72.1, Synergy_ZIP=-6.50, Synergy_Bliss=-8.86, Synergy_Loewe=-8.81, Synergy_HSA=-6.03. (4) Drug 1: CCC1(CC2CC(C3=C(CCN(C2)C1)C4=CC=CC=C4N3)(C5=C(C=C6C(=C5)C78CCN9C7C(C=CC9)(C(C(C8N6C=O)(C(=O)OC)O)OC(=O)C)CC)OC)C(=O)OC)O.OS(=O)(=O)O. Drug 2: CN1C(=O)N2C=NC(=C2N=N1)C(=O)N. Cell line: SW-620. Synergy scores: CSS=21.4, Synergy_ZIP=-5.63, Synergy_Bliss=-2.89, Synergy_Loewe=-19.3, Synergy_HSA=-3.23.